Dataset: NCI-60 drug combinations with 297,098 pairs across 59 cell lines. Task: Regression. Given two drug SMILES strings and cell line genomic features, predict the synergy score measuring deviation from expected non-interaction effect. (1) Drug 1: C#CCC(CC1=CN=C2C(=N1)C(=NC(=N2)N)N)C3=CC=C(C=C3)C(=O)NC(CCC(=O)O)C(=O)O. Drug 2: CC1CCCC2(C(O2)CC(NC(=O)CC(C(C(=O)C(C1O)C)(C)C)O)C(=CC3=CSC(=N3)C)C)C. Cell line: HOP-62. Synergy scores: CSS=42.6, Synergy_ZIP=6.69, Synergy_Bliss=5.49, Synergy_Loewe=2.13, Synergy_HSA=1.53. (2) Drug 1: C1=CC(=CC=C1CCC2=CNC3=C2C(=O)NC(=N3)N)C(=O)NC(CCC(=O)O)C(=O)O. Drug 2: C1=NC2=C(N1)C(=S)N=CN2. Cell line: SNB-75. Synergy scores: CSS=19.9, Synergy_ZIP=-8.24, Synergy_Bliss=-13.3, Synergy_Loewe=-12.0, Synergy_HSA=-7.77. (3) Drug 1: C1=C(C(=O)NC(=O)N1)F. Synergy scores: CSS=46.4, Synergy_ZIP=-11.8, Synergy_Bliss=-17.0, Synergy_Loewe=-9.31, Synergy_HSA=-8.44. Cell line: KM12. Drug 2: CC1C(C(CC(O1)OC2CC(CC3=C2C(=C4C(=C3O)C(=O)C5=C(C4=O)C(=CC=C5)OC)O)(C(=O)CO)O)N)O.Cl. (4) Drug 1: CC1CCC2CC(C(=CC=CC=CC(CC(C(=O)C(C(C(=CC(C(=O)CC(OC(=O)C3CCCCN3C(=O)C(=O)C1(O2)O)C(C)CC4CCC(C(C4)OC)O)C)C)O)OC)C)C)C)OC. Drug 2: COC1=C2C(=CC3=C1OC=C3)C=CC(=O)O2. Cell line: OVCAR-5. Synergy scores: CSS=18.1, Synergy_ZIP=-6.22, Synergy_Bliss=-0.662, Synergy_Loewe=-22.6, Synergy_HSA=-0.719. (5) Drug 1: CC1=CC2C(CCC3(C2CCC3(C(=O)C)OC(=O)C)C)C4(C1=CC(=O)CC4)C. Drug 2: CC1=C(C(CCC1)(C)C)C=CC(=CC=CC(=CC(=O)O)C)C. Cell line: NCI-H522. Synergy scores: CSS=3.62, Synergy_ZIP=-1.06, Synergy_Bliss=-1.10, Synergy_Loewe=-9.65, Synergy_HSA=-0.767.